This data is from Forward reaction prediction with 1.9M reactions from USPTO patents (1976-2016). The task is: Predict the product of the given reaction. (1) Given the reactants [F:1][C:2]1[CH:7]=[CH:6][CH:5]=[C:4]([CH3:8])[N:3]=1.[O-:9][Mn](=O)(=O)=O.[K+].[OH2:15], predict the reaction product. The product is: [F:1][C:2]1[N:3]=[C:4]([C:8]([OH:9])=[O:15])[CH:5]=[CH:6][CH:7]=1. (2) Given the reactants [CH3:1][N:2]1[CH2:7][CH2:6][C:5](=O)[CH2:4][CH2:3]1.[CH2:9]([N:16]1[CH2:21][CH2:20][CH:19]([NH:22][CH3:23])[CH2:18][CH2:17]1)[C:10]1[CH:15]=[CH:14][CH:13]=[CH:12][CH:11]=1, predict the reaction product. The product is: [CH3:23][N:22]([CH:19]1[CH2:18][CH2:17][N:16]([CH2:9][C:10]2[CH:15]=[CH:14][CH:13]=[CH:12][CH:11]=2)[CH2:21][CH2:20]1)[CH:5]1[CH2:6][CH2:7][N:2]([CH3:1])[CH2:3][CH2:4]1.